Dataset: Catalyst prediction with 721,799 reactions and 888 catalyst types from USPTO. Task: Predict which catalyst facilitates the given reaction. (1) Reactant: C(N(CC)CC)C.[Br:8][C:9]1[N:10]=[C:11]([C:30]#[CH:31])[C:12]([N:15]([C:23]([O:25][C:26]([CH3:29])([CH3:28])[CH3:27])=[O:24])[C:16](=[O:22])[O:17][C:18]([CH3:21])([CH3:20])[CH3:19])=[N:13][CH:14]=1.[OH:32][N:33]=[C:34](Cl)[C:35]1[CH:40]=[CH:39][CH:38]=[CH:37][CH:36]=1. Product: [Br:8][C:9]1[N:10]=[C:11]([C:30]2[O:32][N:33]=[C:34]([C:35]3[CH:40]=[CH:39][CH:38]=[CH:37][CH:36]=3)[CH:31]=2)[C:12]([N:15]([C:23]([O:25][C:26]([CH3:29])([CH3:28])[CH3:27])=[O:24])[C:16](=[O:22])[O:17][C:18]([CH3:20])([CH3:21])[CH3:19])=[N:13][CH:14]=1. The catalyst class is: 1. (2) Reactant: Cl[C:2]1[N:7]=[C:6]([C:8]2[CH:12]=[CH:11][S:10][CH:9]=2)[CH:5]=[CH:4][N:3]=1.[NH2:13][CH2:14][C:15]1[CH:24]=[CH:23][C:18]([C:19]([O:21][CH3:22])=[O:20])=[CH:17][CH:16]=1.CCN(C(C)C)C(C)C. Product: [S:10]1[CH:11]=[CH:12][C:8]([C:6]2[CH:5]=[CH:4][N:3]=[C:2]([NH:13][CH2:14][C:15]3[CH:16]=[CH:17][C:18]([C:19]([O:21][CH3:22])=[O:20])=[CH:23][CH:24]=3)[N:7]=2)=[CH:9]1. The catalyst class is: 12. (3) Reactant: [OH:1][CH:2]1[C:7]([O:10][CH3:11])([O:8][CH3:9])[CH2:6][CH2:5][N:4]([C:12]([O:14][C:15]([CH3:18])([CH3:17])[CH3:16])=[O:13])[CH2:3]1.[H-].[Na+].C1(C)C=CC(S(O[CH2:31][CH2:32][F:33])(=O)=O)=CC=1. Product: [F:33][CH2:32][CH2:31][O:1][CH:2]1[C:7]([O:8][CH3:9])([O:10][CH3:11])[CH2:6][CH2:5][N:4]([C:12]([O:14][C:15]([CH3:18])([CH3:17])[CH3:16])=[O:13])[CH2:3]1. The catalyst class is: 3. (4) Reactant: [NH:1]1[C:6]2[CH:7]=[CH:8][CH:9]=[CH:10][C:5]=2[C:4](=[O:11])OC1=O.[NH2:13][CH2:14][CH2:15][CH2:16][OH:17]. Product: [OH:17][CH2:16][CH2:15][CH2:14][NH:13][C:4](=[O:11])[C:5]1[CH:10]=[CH:9][CH:8]=[CH:7][C:6]=1[NH2:1]. The catalyst class is: 12. (5) Reactant: CN(C(ON1N=NC2C=CC=NC1=2)=[N+](C)C)C.F[P-](F)(F)(F)(F)F.[Br:25][C:26]1[C:35]2[C:30](=[CH:31][CH:32]=[CH:33][CH:34]=2)[CH:29]=[C:28]([NH2:36])[N:27]=1.[CH3:37][C:38]([O:41][C:42]([NH:44][CH:45]([CH3:49])[C:46](O)=[O:47])=[O:43])([CH3:40])[CH3:39].CCN(C(C)C)C(C)C. Product: [C:38]([O:41][C:42](=[O:43])[NH:44][CH:45]([CH3:49])[C:46]([NH:36][C:28]1[N:27]=[C:26]([Br:25])[C:35]2[C:30]([CH:29]=1)=[CH:31][CH:32]=[CH:33][CH:34]=2)=[O:47])([CH3:40])([CH3:37])[CH3:39]. The catalyst class is: 44. (6) Reactant: [OH:1][C:2]1[CH:18]=[CH:17][C:5]([O:6][CH2:7][CH2:8][CH2:9][CH2:10][CH2:11][C:12]([O:14][CH2:15][CH3:16])=[O:13])=[CH:4][CH:3]=1.C(O[K])(C)(C)C.[CH3:25][N:26]1[C:34]2[C:33]3=[C:35](S(C)(=O)=O)[S:36][C:37]([C:38]([O:40][C:41]([CH3:44])([CH3:43])[CH3:42])=[O:39])=[C:32]3[CH2:31][CH2:30][C:29]=2[CH:28]=[N:27]1.C(O)(=O)C(O)=O. Product: [CH2:15]([O:14][C:12](=[O:13])[CH2:11][CH2:10][CH2:9][CH2:8][CH2:7][O:6][C:5]1[CH:4]=[CH:3][C:2]([O:1][C:35]2[S:36][C:37]([C:38]([O:40][C:41]([CH3:44])([CH3:43])[CH3:42])=[O:39])=[C:32]3[C:33]=2[C:34]2[N:26]([CH3:25])[N:27]=[CH:28][C:29]=2[CH2:30][CH2:31]3)=[CH:18][CH:17]=1)[CH3:16]. The catalyst class is: 60. (7) Reactant: C([O:8][C:9]1[C:17]2[N:16]=[C:15]([CH3:18])[N:14]([CH3:19])[C:13]=2[CH:12]=[C:11]([C:20]([N:22]([CH3:24])[CH3:23])=[O:21])[CH:10]=1)C1C=CC=CC=1. Product: [CH3:24][N:22]([CH3:23])[C:20]([C:11]1[CH:10]=[C:9]([OH:8])[C:17]2[N:16]=[C:15]([CH3:18])[N:14]([CH3:19])[C:13]=2[CH:12]=1)=[O:21]. The catalyst class is: 19. (8) The catalyst class is: 12. Reactant: [F:1][C:2]1[CH:7]=[CH:6][C:5]([CH:8]([C:14]2[CH:19]=[CH:18][C:17]([F:20])=[CH:16][CH:15]=2)[C:9]([O:11][CH2:12][CH3:13])=[O:10])=[CH:4][CH:3]=1.[O-]CC.[Na+].[C:25](#[N:28])[CH:26]=[CH2:27]. Product: [C:25]([CH2:26][CH2:27][C:8]([C:14]1[CH:15]=[CH:16][C:17]([F:20])=[CH:18][CH:19]=1)([C:5]1[CH:4]=[CH:3][C:2]([F:1])=[CH:7][CH:6]=1)[C:9]([O:11][CH2:12][CH3:13])=[O:10])#[N:28].